This data is from CYP3A4 inhibition data for predicting drug metabolism from PubChem BioAssay. The task is: Regression/Classification. Given a drug SMILES string, predict its absorption, distribution, metabolism, or excretion properties. Task type varies by dataset: regression for continuous measurements (e.g., permeability, clearance, half-life) or binary classification for categorical outcomes (e.g., BBB penetration, CYP inhibition). Dataset: cyp3a4_veith. (1) The compound is CCC1NC(=S)N(C2CCCCC2)C1=O. The result is 0 (non-inhibitor). (2) The drug is CCCS(=O)(=O)O. The result is 0 (non-inhibitor). (3) The compound is COc1ncc2nc(-c3ccc(Cl)cc3)c(=O)n(CCC#N)c2n1. The result is 1 (inhibitor).